Task: Predict the product of the given reaction.. Dataset: Forward reaction prediction with 1.9M reactions from USPTO patents (1976-2016) Given the reactants [CH2:1]([O:8][C:9]1[CH:32]=[CH:31][C:12]2[C:13]([CH2:16][CH2:17][CH:18]3[CH2:23][CH2:22][N:21]([C:24]([O:26][C:27]([CH3:30])([CH3:29])[CH3:28])=[O:25])[CH2:20][CH2:19]3)=[N:14][O:15][C:11]=2[C:10]=1[CH2:33]O)[C:2]1[CH:7]=[CH:6][CH:5]=[CH:4][CH:3]=1.CS(Cl)(=O)=O.[CH3:40][NH:41][CH3:42].[I-].[Na+].[Cl-].[Na+], predict the reaction product. The product is: [CH2:1]([O:8][C:9]1[CH:32]=[CH:31][C:12]2[C:13]([CH2:16][CH2:17][CH:18]3[CH2:23][CH2:22][N:21]([C:24]([O:26][C:27]([CH3:29])([CH3:28])[CH3:30])=[O:25])[CH2:20][CH2:19]3)=[N:14][O:15][C:11]=2[C:10]=1[CH2:33][N:41]([CH3:42])[CH3:40])[C:2]1[CH:7]=[CH:6][CH:5]=[CH:4][CH:3]=1.